Dataset: Forward reaction prediction with 1.9M reactions from USPTO patents (1976-2016). Task: Predict the product of the given reaction. (1) The product is: [NH2:1][C:2]1[CH:3]=[CH:4][C:5]([C:8]2[CH:16]=[C:15]3[C:11](=[CH:10][CH:9]=2)[CH2:12][N:13]([CH:18]([CH:23]([CH3:25])[CH3:24])[C:19]([O:21][CH3:22])=[O:20])[CH2:14]3)=[CH:6][CH:7]=1. Given the reactants [NH2:1][C:2]1[CH:7]=[CH:6][C:5]([C:8]2[CH:16]=[C:15]3[C:11]([CH2:12][N:13]([C@@H:18]([CH:23]([CH3:25])[CH3:24])[C:19]([O:21][CH3:22])=[O:20])[C:14]3=O)=[CH:10][CH:9]=2)=[CH:4][CH:3]=1.CC(C)C(N1CC2C(=CC=C(C3C=CC([N+]([O-])=O)=CC=3)C=2)C1)C(OC)=O, predict the reaction product. (2) Given the reactants [CH3:1][C:2]1[N:11]=[CH:10][C:9]2[C:4](=[CH:5][CH:6]=[CH:7][C:8]=2[N:12]2[CH2:17][CH2:16][NH:15][CH2:14][CH2:13]2)[N:3]=1.CS(O[CH2:23][CH2:24][C:25]1[CH:30]=[CH:29][CH:28]=[C:27]([NH:31][S:32]([CH3:35])(=[O:34])=[O:33])[CH:26]=1)(=O)=O.C(N(C(C)C)CC)(C)C, predict the reaction product. The product is: [CH3:1][C:2]1[N:11]=[CH:10][C:9]2[C:4](=[CH:5][CH:6]=[CH:7][C:8]=2[N:12]2[CH2:17][CH2:16][N:15]([CH2:23][CH2:24][C:25]3[CH:26]=[C:27]([NH:31][S:32]([CH3:35])(=[O:33])=[O:34])[CH:28]=[CH:29][CH:30]=3)[CH2:14][CH2:13]2)[N:3]=1. (3) Given the reactants [NH2:1][C:2]1[CH:7]=[C:6]([CH3:8])[CH:5]=[CH:4][N:3]=1.[C:9]([O:13][C:14](O[C:14]([O:13][C:9]([CH3:12])([CH3:11])[CH3:10])=[O:15])=[O:15])([CH3:12])([CH3:11])[CH3:10], predict the reaction product. The product is: [C:9]([O:13][C:14](=[O:15])[NH:1][C:2]1[CH:7]=[C:6]([CH3:8])[CH:5]=[CH:4][N:3]=1)([CH3:12])([CH3:11])[CH3:10]. (4) Given the reactants [Cl:1][C:2]1[CH:3]=[C:4]([CH:8]=[CH:9][C:10]=1[F:11])[C:5]([OH:7])=O.C(Cl)(=O)C(Cl)=O.Cl.[NH:19]1[CH2:22][CH2:21][CH2:20]1.C(N(CC)CC)C, predict the reaction product. The product is: [Cl:1][C:2]1[CH:3]=[C:4]([C:5]([N:19]2[CH2:22][CH2:21][CH2:20]2)=[O:7])[CH:8]=[CH:9][C:10]=1[F:11]. (5) The product is: [Cl:1][C:2]1[N:10]=[C:9]([Cl:11])[CH:8]=[CH:7][C:3]=1[C:4]([O:6][CH3:16])=[O:5]. Given the reactants [Cl:1][C:2]1[N:10]=[C:9]([Cl:11])[CH:8]=[CH:7][C:3]=1[C:4]([OH:6])=[O:5].S(Cl)(Cl)=O.[CH3:16]O, predict the reaction product.